Task: Predict the reactants needed to synthesize the given product.. Dataset: Retrosynthesis with 50K atom-mapped reactions and 10 reaction types from USPTO (1) Given the product CCCc1nc2cc(N(Cc3cccc(Cl)c3)S(=O)(=O)c3ccc(F)cc3)ccc2n1CC(=O)O, predict the reactants needed to synthesize it. The reactants are: CCCc1nc2cc(N(Cc3cccc(Cl)c3)S(=O)(=O)c3ccc(F)cc3)ccc2n1CC(=O)OC(C)(C)C. (2) Given the product CC(=O)N1CCCc2ccccc2C1, predict the reactants needed to synthesize it. The reactants are: CC(=O)OC(C)=O.c1ccc2c(c1)CCCNC2. (3) Given the product CCOC(=O)CN(C(=O)CCl)c1ccccc1, predict the reactants needed to synthesize it. The reactants are: CCOC(=O)CNc1ccccc1.O=C(Cl)CCl. (4) Given the product F[C@@H]1CNCC[C@H]1NCc1ccccc1C(F)(F)F, predict the reactants needed to synthesize it. The reactants are: CC(C)(C)OC(=O)N1CC[C@@H](NCc2ccccc2C(F)(F)F)[C@H](F)C1. (5) Given the product O=S(=O)(CCO)NC1CCN(c2ccc(-c3c[nH]c4cc(F)ccc34)cn2)CC1, predict the reactants needed to synthesize it. The reactants are: COCCS(=O)(=O)NC1CCN(c2ccc(-c3c[nH]c4cc(F)ccc34)cn2)CC1. (6) Given the product COC(=O)C12CC3CC(CC(C(=O)NC(CC#CC(=O)N(C)C)C(=O)OC(C)(C)C)(C3)C1)C2, predict the reactants needed to synthesize it. The reactants are: C#CCC(NC(=O)C12CC3CC(C1)CC(C(=O)OC)(C3)C2)C(=O)OC(C)(C)C.CN(C)C(=O)Cl. (7) Given the product Cc1cc(CNc2ncc(Br)c(Nc3cc(C)[nH]n3)n2)on1, predict the reactants needed to synthesize it. The reactants are: Cc1cc(CN)on1.Cc1cc(Nc2nc(Cl)ncc2Br)n[nH]1. (8) Given the product COc1ccc(Cn2c(=O)ccn([C@@H]3OC([C@H](O)[C@H](NCCCNC(=O)[C@@H](N)[C@H](C)O)C(=O)OC(C)(C)C)[C@@H](O)[C@H]3O)c2=O)cc1, predict the reactants needed to synthesize it. The reactants are: COc1ccc(Cn2c(=O)ccn([C@@H]3OC([C@H](O)[C@H](NCCCNC(=O)[C@@H](NC(=O)OCc4ccccc4)[C@H](C)O)C(=O)OC(C)(C)C)[C@@H](O)[C@H]3O)c2=O)cc1.